From a dataset of Peptide-MHC class I binding affinity with 185,985 pairs from IEDB/IMGT. Regression. Given a peptide amino acid sequence and an MHC pseudo amino acid sequence, predict their binding affinity value. This is MHC class I binding data. (1) The peptide sequence is CAVNTPVSMT. The MHC is HLA-A02:01 with pseudo-sequence HLA-A02:01. The binding affinity (normalized) is 0.0786. (2) The peptide sequence is VCLALTNSMK. The MHC is HLA-A33:01 with pseudo-sequence HLA-A33:01. The binding affinity (normalized) is 0. (3) The peptide sequence is IMTSYQYLI. The MHC is HLA-A02:02 with pseudo-sequence HLA-A02:02. The binding affinity (normalized) is 0.506. (4) The peptide sequence is RQDILDLWIY. The MHC is HLA-A02:03 with pseudo-sequence HLA-A02:03. The binding affinity (normalized) is 0.